This data is from Retrosynthesis with 50K atom-mapped reactions and 10 reaction types from USPTO. The task is: Predict the reactants needed to synthesize the given product. (1) Given the product N#Cc1cccc(NC(=O)N2CCN(c3nc(-c4ccccc4)ns3)CC2)c1, predict the reactants needed to synthesize it. The reactants are: N#Cc1cccc(N=C=O)c1.c1ccc(-c2nsc(N3CCNCC3)n2)cc1. (2) Given the product O=C(NCc1nc2ccccn2c1C#Cc1cccc(C(F)(F)F)c1)Nc1cccc(C(=O)O)c1, predict the reactants needed to synthesize it. The reactants are: COC(=O)c1cccc(NC(=O)NCc2nc3ccccn3c2C#Cc2cccc(C(F)(F)F)c2)c1. (3) Given the product CC(=O)N1CCc2c(c(-c3ccc(Br)cc3)nn2CC2CO2)C1, predict the reactants needed to synthesize it. The reactants are: CC(=O)N1CCc2[nH]nc(-c3ccc(Br)cc3)c2C1.ClCC1CO1.